Predict the product of the given reaction. From a dataset of Forward reaction prediction with 1.9M reactions from USPTO patents (1976-2016). (1) Given the reactants [C:1](O[BH3-])(=O)C.[Na+].[CH3:7][N:8]([CH3:49])[C:9]([C@@H:11]1[CH2:15][C@@H:14]([OH:16])[CH2:13][N:12]1[C:17]1([C:41]2[CH:46]=[CH:45][CH:44]=[CH:43][C:42]=2[O:47][CH3:48])[C:25]2[C:20](=[CH:21][CH:22]=[C:23]([Cl:26])[CH:24]=2)[N:19]([S:27]([C:30]2[CH:39]=[C:38]3[C:33]([CH2:34][CH2:35][NH:36][CH2:37]3)=[CH:32][CH:31]=2)(=[O:29])=[O:28])[C:18]1=[O:40])=[O:10].C(O)(=O)C.C=O, predict the reaction product. The product is: [CH3:7][N:8]([CH3:49])[C:9]([C@@H:11]1[CH2:15][C@@H:14]([OH:16])[CH2:13][N:12]1[C:17]1([C:41]2[CH:46]=[CH:45][CH:44]=[CH:43][C:42]=2[O:47][CH3:48])[C:25]2[C:20](=[CH:21][CH:22]=[C:23]([Cl:26])[CH:24]=2)[N:19]([S:27]([C:30]2[CH:39]=[C:38]3[C:33]([CH2:34][CH2:35][N:36]([CH3:1])[CH2:37]3)=[CH:32][CH:31]=2)(=[O:28])=[O:29])[C:18]1=[O:40])=[O:10]. (2) Given the reactants [CH3:1][O:2][C:3]1[C:4]([O:28][CH2:29][CH2:30][CH2:31][O:32][CH3:33])=[CH:5][C:6]2[CH2:15][CH:14]([CH2:16][C:17]([F:20])([F:19])[F:18])[N:13]3[CH:8]([CH2:9][C:10](=[O:26])[C:11]([C:21]([O:23][CH2:24][CH3:25])=[O:22])=[CH:12]3)[C:7]=2[CH:27]=1.C1(Cl)C(=O)C(Cl)=C(Cl)C(=O)C=1Cl, predict the reaction product. The product is: [CH3:1][O:2][C:3]1[C:4]([O:28][CH2:29][CH2:30][CH2:31][O:32][CH3:33])=[CH:5][C:6]2[CH2:15][CH:14]([CH2:16][C:17]([F:20])([F:19])[F:18])[N:13]3[C:8](=[CH:9][C:10](=[O:26])[C:11]([C:21]([O:23][CH2:24][CH3:25])=[O:22])=[CH:12]3)[C:7]=2[CH:27]=1.